From a dataset of Full USPTO retrosynthesis dataset with 1.9M reactions from patents (1976-2016). Predict the reactants needed to synthesize the given product. (1) Given the product [O:29]([C:9]1[CH:10]=[C:11]2[C:6](=[CH:7][CH:8]=1)[N:5]=[CH:4][N:3]=[C:2]2[NH:22][C:14]1[S:15][C:16]2[C:21]([N:13]=1)=[CH:20][CH:19]=[CH:18][N:17]=2)[C:23]1[CH:28]=[CH:27][CH:26]=[CH:25][CH:24]=1, predict the reactants needed to synthesize it. The reactants are: Cl[C:2]1[C:11]2[C:6](=[CH:7][CH:8]=[C:9](I)[CH:10]=2)[N:5]=[CH:4][N:3]=1.[N:13]1[C:21]2[C:16](=[N:17][CH:18]=[CH:19][CH:20]=2)[S:15][C:14]=1[NH2:22].[C:23]1([OH:29])[CH:28]=[CH:27][CH:26]=[CH:25][CH:24]=1. (2) Given the product [Br:1][C:2]1[CH:8]=[CH:7][C:5]2[C:4]([C:3]=1[CH3:12])=[N+:9]([O-:11])[O:10][N:6]=2, predict the reactants needed to synthesize it. The reactants are: [Br:1][C:2]1[CH:8]=[CH:7][C:5]([NH2:6])=[C:4]([N+:9]([O-:11])=[O:10])[C:3]=1[CH3:12].[OH-].[K+]. (3) Given the product [OH:2][CH2:1][C:6]([CH2:24][OH:26])([N+:3]([O-:5])=[O:4])[CH2:7][CH2:8][C:9]1[CH:10]=[CH:11][C:12]([C:15](=[O:23])[CH2:16][CH2:17][CH2:18][CH2:19][CH2:20][CH2:21][CH3:22])=[CH:13][CH:14]=1, predict the reactants needed to synthesize it. The reactants are: [CH2:1]=[O:2].[N+:3]([CH2:6][CH2:7][CH2:8][C:9]1[CH:14]=[CH:13][C:12]([C:15](=[O:23])[CH2:16][CH2:17][CH2:18][CH2:19][CH2:20][CH2:21][CH3:22])=[CH:11][CH:10]=1)([O-:5])=[O:4].[CH2:24]([OH:26])C. (4) Given the product [C:34]([O:38][C:39]([NH:41][CH2:42][C:43]1[CH:48]=[CH:47][CH:46]=[CH:45][C:44]=1[CH2:49][C@@H:50]([O:56][C:2]1[C:3]2[C:10]([C:11]3[CH:16]=[CH:15][C:14]([O:17][CH2:18][CH2:19][N:20]4[CH2:25][CH2:24][N:23]([CH3:26])[CH2:22][CH2:21]4)=[C:13]([Cl:27])[C:12]=3[CH3:28])=[C:9]([C:29]3[O:30][CH:31]=[CH:32][CH:33]=3)[S:8][C:4]=2[N:5]=[CH:6][N:7]=1)[C:51]([O:53][CH2:54][CH3:55])=[O:52])=[O:40])([CH3:36])([CH3:37])[CH3:35], predict the reactants needed to synthesize it. The reactants are: Cl[C:2]1[C:3]2[C:10]([C:11]3[CH:16]=[CH:15][C:14]([O:17][CH2:18][CH2:19][N:20]4[CH2:25][CH2:24][N:23]([CH3:26])[CH2:22][CH2:21]4)=[C:13]([Cl:27])[C:12]=3[CH3:28])=[C:9]([C:29]3[O:30][CH:31]=[CH:32][CH:33]=3)[S:8][C:4]=2[N:5]=[CH:6][N:7]=1.[C:34]([O:38][C:39]([NH:41][CH2:42][C:43]1[CH:48]=[CH:47][CH:46]=[CH:45][C:44]=1[CH2:49][C@@H:50]([OH:56])[C:51]([O:53][CH2:54][CH3:55])=[O:52])=[O:40])([CH3:37])([CH3:36])[CH3:35].C(=O)([O-])[O-].[Cs+].[Cs+]. (5) The reactants are: [Cl-].O[NH3+:3].[C:4](=[O:7])([O-])[OH:5].[Na+].CS(C)=O.[O:13]1[C:17]2([CH2:22][CH2:21][CH:20]([N:23]3[C:28](=[O:29])[C:27]([CH2:30][C:31]4[CH:36]=[CH:35][C:34]([C:37]5[C:38]([C:43]#[N:44])=[CH:39][CH:40]=[CH:41][CH:42]=5)=[CH:33][C:32]=4[F:45])=[C:26]([CH2:46][CH2:47][CH3:48])[N:25]4[N:49]=[C:50]([CH3:52])[N:51]=[C:24]34)[CH2:19][CH2:18]2)[O:16][CH2:15][CH2:14]1. Given the product [O:16]1[C:17]2([CH2:22][CH2:21][CH:20]([N:23]3[C:28](=[O:29])[C:27]([CH2:30][C:31]4[CH:36]=[CH:35][C:34]([C:37]5[CH:42]=[CH:41][CH:40]=[CH:39][C:38]=5[C:43]5[NH:3][C:4](=[O:7])[O:5][N:44]=5)=[CH:33][C:32]=4[F:45])=[C:26]([CH2:46][CH2:47][CH3:48])[N:25]4[N:49]=[C:50]([CH3:52])[N:51]=[C:24]34)[CH2:19][CH2:18]2)[O:13][CH2:14][CH2:15]1, predict the reactants needed to synthesize it. (6) Given the product [C:1]([O:5][C:6]([N:8]1[CH2:25][CH2:24][N:11]2[C:12](=[O:23])[C:13]3[C:18]([C@@H:10]2[CH2:9]1)=[CH:17][C:16]([CH2:19][CH3:20])=[CH:15][C:14]=3[S:28]([CH3:32])(=[O:30])=[O:27])=[O:7])([CH3:2])([CH3:4])[CH3:3], predict the reactants needed to synthesize it. The reactants are: [C:1]([O:5][C:6]([N:8]1[CH2:25][CH2:24][N:11]2[C:12](=[O:23])[C:13]3[C:18]([C@@H:10]2[CH2:9]1)=[CH:17][C:16]([CH2:19][CH3:20])=[CH:15][C:14]=3SC)=[O:7])([CH3:4])([CH3:3])[CH3:2].O[O:27][S:28]([O-:30])=O.[K+].[CH3:32]O.